Dataset: TCR-epitope binding with 47,182 pairs between 192 epitopes and 23,139 TCRs. Task: Binary Classification. Given a T-cell receptor sequence (or CDR3 region) and an epitope sequence, predict whether binding occurs between them. (1) The epitope is YSEHPTFTSQY. The TCR CDR3 sequence is CAISESGSPEQYF. Result: 1 (the TCR binds to the epitope). (2) The epitope is NLDSKVGGNY. The TCR CDR3 sequence is CASRTSGSYPEQFF. Result: 0 (the TCR does not bind to the epitope).